From a dataset of Catalyst prediction with 721,799 reactions and 888 catalyst types from USPTO. Predict which catalyst facilitates the given reaction. (1) Reactant: C1(P(C2C=CC=CC=2)C2C=CC=CC=2)C=CC=CC=1.BrN1C(=O)CCC1=O.[CH:28]1([CH2:33][CH:34]([C:38]2[CH:43]=[CH:42][C:41]([S:44]([CH2:47][CH3:48])(=[O:46])=[O:45])=[CH:40][CH:39]=2)[C:35]([OH:37])=O)[CH2:32][CH2:31][CH2:30][CH2:29]1.[NH2:49][C:50]1[S:51][CH:52]=[CH:53][N:54]=1. Product: [CH:28]1([CH2:33][CH:34]([C:38]2[CH:43]=[CH:42][C:41]([S:44]([CH2:47][CH3:48])(=[O:46])=[O:45])=[CH:40][CH:39]=2)[C:35]([NH:49][C:50]2[S:51][CH:52]=[CH:53][N:54]=2)=[O:37])[CH2:29][CH2:30][CH2:31][CH2:32]1. The catalyst class is: 2. (2) The catalyst class is: 1. Product: [C:2]([O:6][C:7]([N:9]1[CH2:12][CH:11]([CH2:13][NH:14][C:27]2[N:28]=[C:23]([Cl:22])[N:24]=[C:25]([N:30]3[CH2:31][CH2:32][O:33][CH2:34][CH2:35]3)[N:26]=2)[CH2:10]1)=[O:8])([CH3:5])([CH3:4])[CH3:3]. Reactant: Cl.[C:2]([O:6][C:7]([N:9]1[CH2:12][CH:11]([CH2:13][NH2:14])[CH2:10]1)=[O:8])([CH3:5])([CH3:4])[CH3:3].CCN(CC)CC.[Cl:22][C:23]1[N:28]=[C:27](Cl)[N:26]=[C:25]([N:30]2[CH2:35][CH2:34][O:33][CH2:32][CH2:31]2)[N:24]=1. (3) Reactant: [NH:1]1[CH2:4][CH:3]([N:5]2[CH2:10][CH2:9][N:8]([C:11](=[O:16])[C:12]([F:15])([F:14])[F:13])[CH2:7][CH2:6]2)[CH2:2]1.[C:17]([N:20]1[C:29]2[C:24](=[CH:25][C:26]([Br:30])=[CH:27][CH:28]=2)[CH2:23][CH2:22][CH:21]1[C:31](O)=[O:32])(=[O:19])[CH3:18].CCN(CC)CC.CN(C(ON1N=NC2C=CC=NC1=2)=[N+](C)C)C.F[P-](F)(F)(F)(F)F. Product: [C:17]([N:20]1[C:29]2[C:24](=[CH:25][C:26]([Br:30])=[CH:27][CH:28]=2)[CH2:23][CH2:22][CH:21]1[C:31]([N:1]1[CH2:2][CH:3]([N:5]2[CH2:6][CH2:7][N:8]([C:11](=[O:16])[C:12]([F:13])([F:14])[F:15])[CH2:9][CH2:10]2)[CH2:4]1)=[O:32])(=[O:19])[CH3:18]. The catalyst class is: 2. (4) Reactant: [CH3:1][NH:2][C:3]([C:5]1[CH:6]=[CH:7][C:8]([N:11]2[CH2:16][CH2:15][CH:14]([OH:17])[CH2:13][CH2:12]2)=[N:9][CH:10]=1)=[O:4].[C:18]([Si:22]([CH3:25])([CH3:24])Cl)([CH3:21])([CH3:20])[CH3:19].N1C=CN=C1. Product: [CH3:1][NH:2][C:3]([C:5]1[CH:6]=[CH:7][C:8]([N:11]2[CH2:16][CH2:15][CH:14]([O:17][Si:22]([C:18]([CH3:21])([CH3:20])[CH3:19])([CH3:25])[CH3:24])[CH2:13][CH2:12]2)=[N:9][CH:10]=1)=[O:4]. The catalyst class is: 9.